From a dataset of NCI-60 drug combinations with 297,098 pairs across 59 cell lines. Regression. Given two drug SMILES strings and cell line genomic features, predict the synergy score measuring deviation from expected non-interaction effect. (1) Drug 1: C1CC(=O)NC(=O)C1N2CC3=C(C2=O)C=CC=C3N. Drug 2: C1=CC(=C2C(=C1NCCNCCO)C(=O)C3=C(C=CC(=C3C2=O)O)O)NCCNCCO. Cell line: IGROV1. Synergy scores: CSS=43.8, Synergy_ZIP=0.301, Synergy_Bliss=0.266, Synergy_Loewe=-23.3, Synergy_HSA=4.40. (2) Drug 1: C1CCC(CC1)NC(=O)N(CCCl)N=O. Drug 2: C1=CC=C(C=C1)NC(=O)CCCCCCC(=O)NO. Cell line: NCI-H522. Synergy scores: CSS=35.5, Synergy_ZIP=-0.914, Synergy_Bliss=7.93, Synergy_Loewe=8.94, Synergy_HSA=9.18. (3) Drug 2: C(CN)CNCCSP(=O)(O)O. Cell line: MDA-MB-435. Synergy scores: CSS=-2.15, Synergy_ZIP=3.44, Synergy_Bliss=6.67, Synergy_Loewe=3.47, Synergy_HSA=1.07. Drug 1: C(CCl)NC(=O)N(CCCl)N=O. (4) Drug 1: CCC1=CC2CC(C3=C(CN(C2)C1)C4=CC=CC=C4N3)(C5=C(C=C6C(=C5)C78CCN9C7C(C=CC9)(C(C(C8N6C)(C(=O)OC)O)OC(=O)C)CC)OC)C(=O)OC.C(C(C(=O)O)O)(C(=O)O)O. Drug 2: C(CN)CNCCSP(=O)(O)O. Cell line: SF-268. Synergy scores: CSS=37.3, Synergy_ZIP=0.247, Synergy_Bliss=0.532, Synergy_Loewe=-30.4, Synergy_HSA=-0.609. (5) Drug 1: CNC(=O)C1=CC=CC=C1SC2=CC3=C(C=C2)C(=NN3)C=CC4=CC=CC=N4. Drug 2: C1=NC2=C(N=C(N=C2N1C3C(C(C(O3)CO)O)O)F)N. Cell line: SF-539. Synergy scores: CSS=0.555, Synergy_ZIP=-6.32, Synergy_Bliss=-11.3, Synergy_Loewe=-16.9, Synergy_HSA=-11.0. (6) Drug 1: CCC1=C2CN3C(=CC4=C(C3=O)COC(=O)C4(CC)O)C2=NC5=C1C=C(C=C5)O. Drug 2: CCN(CC)CCCC(C)NC1=C2C=C(C=CC2=NC3=C1C=CC(=C3)Cl)OC. Cell line: 786-0. Synergy scores: CSS=39.8, Synergy_ZIP=-5.30, Synergy_Bliss=-3.08, Synergy_Loewe=-26.3, Synergy_HSA=-3.05. (7) Drug 1: CC12CCC(CC1=CCC3C2CCC4(C3CC=C4C5=CN=CC=C5)C)O. Drug 2: C1C(C(OC1N2C=NC3=C2NC=NCC3O)CO)O. Cell line: CCRF-CEM. Synergy scores: CSS=9.86, Synergy_ZIP=-3.20, Synergy_Bliss=-1.32, Synergy_Loewe=-0.301, Synergy_HSA=-0.771. (8) Drug 1: CC1=CC=C(C=C1)C2=CC(=NN2C3=CC=C(C=C3)S(=O)(=O)N)C(F)(F)F. Cell line: MALME-3M. Drug 2: CCCCCOC(=O)NC1=NC(=O)N(C=C1F)C2C(C(C(O2)C)O)O. Synergy scores: CSS=-3.61, Synergy_ZIP=2.28, Synergy_Bliss=1.53, Synergy_Loewe=-4.55, Synergy_HSA=-5.12. (9) Drug 1: CC(C1=C(C=CC(=C1Cl)F)Cl)OC2=C(N=CC(=C2)C3=CN(N=C3)C4CCNCC4)N. Drug 2: C1=CC=C(C(=C1)C(C2=CC=C(C=C2)Cl)C(Cl)Cl)Cl. Cell line: NCI/ADR-RES. Synergy scores: CSS=3.71, Synergy_ZIP=0.744, Synergy_Bliss=5.64, Synergy_Loewe=5.03, Synergy_HSA=4.14.